Dataset: Forward reaction prediction with 1.9M reactions from USPTO patents (1976-2016). Task: Predict the product of the given reaction. (1) Given the reactants C([O:8][C:9]1[C:14]([C:15]2[CH:24]=[C:23]([C:25]([CH3:28])([CH3:27])[CH3:26])[C:22]([O:29][CH3:30])=[CH:21][C:16]=2[C:17]([NH:19][CH3:20])=[O:18])=[CH:13][CH:12]=[CH:11][N:10]=1)C1C=CC=CC=1, predict the reaction product. The product is: [C:25]([C:23]1[C:22]([O:29][CH3:30])=[CH:21][C:16]([C:17]([NH:19][CH3:20])=[O:18])=[C:15]([C:14]2[C:9](=[O:8])[NH:10][CH:11]=[CH:12][CH:13]=2)[CH:24]=1)([CH3:28])([CH3:26])[CH3:27]. (2) Given the reactants C([O:8][C:9]1[C:10]([C:20]([O:22][CH3:23])=[O:21])=[C:11]([CH3:19])[C:12]([O:15][CH:16]([CH3:18])[CH3:17])=[N:13][CH:14]=1)C1C=CC=CC=1, predict the reaction product. The product is: [OH:8][C:9]1[C:10]([C:20]([O:22][CH3:23])=[O:21])=[C:11]([CH3:19])[C:12]([O:15][CH:16]([CH3:17])[CH3:18])=[N:13][CH:14]=1. (3) The product is: [Cl:23][C:24]1[CH:25]=[C:26]([NH:38][C:39]2[C:48]3[C:43](=[CH:44][CH:45]=[CH:46][C:47]=3[O:49][C@H:50]([CH3:55])[CH2:51][N:52]([CH3:54])[CH3:53])[N:42]=[CH:41][N:40]=2)[CH:27]=[CH:28][C:29]=1[O:6][CH2:7][C:8]1[CH:13]=[N:12][CH:11]=[CH:10][N:9]=1. Given the reactants CS(Cl)(=O)=O.[OH:6][CH2:7][C:8]1[CH:13]=[N:12][CH:11]=[CH:10][N:9]=1.C(N(CC)C(C)C)(C)C.[Cl:23][C:24]1[CH:25]=[C:26]([NH:38][C:39]2[C:48]3[C:43](=[CH:44][CH:45]=[CH:46][C:47]=3[O:49][C@H:50]([CH3:55])[CH2:51][N:52]([CH3:54])[CH3:53])[N:42]=[CH:41][N:40]=2)[CH:27]=[CH:28][C:29]=1OCC1C=CC=CN=1.C(=O)([O-])[O-].[K+].[K+].C1OCCOCCOCCOCCOCCOC1, predict the reaction product. (4) The product is: [CH3:23][CH2:24][CH2:15][CH:16]([CH3:17])[CH3:21].[C:48]([O:32][CH2:31][CH3:33])(=[O:49])[CH3:51]. Given the reactants [H-].[Al+3].[Li+].[H-].[H-].[H-].[Si](O[C@H:15]1[CH2:24][C:23]2(CCC2)C[C:21]2N=C(C(C)C)C([C:31]([C:33]3C=CC(C(F)(F)F)=CC=3)=[O:32])=[C:17](C3CCCC3)[C:16]1=2)(C(C)(C)C)(C)C.[C:48]([CH:51](C(C([O-])=O)O)O)([O-])=[O:49].[K+].[Na+], predict the reaction product. (5) Given the reactants [CH:1]([C:3]1[N:11]2[C:6]([CH2:7][CH2:8][CH2:9][CH2:10]2)=[CH:5][C:4]=1[C:12]([O:14][CH3:15])=[O:13])=O.[CH3:16][C:17]([S:20]([NH2:22])=[O:21])([CH3:19])[CH3:18].OS([O-])(=O)=O.[K+], predict the reaction product. The product is: [C:17]([S:20](/[N:22]=[CH:1]/[C:3]1[N:11]2[C:6]([CH2:7][CH2:8][CH2:9][CH2:10]2)=[CH:5][C:4]=1[C:12]([O:14][CH3:15])=[O:13])=[O:21])([CH3:19])([CH3:18])[CH3:16]. (6) Given the reactants Cl[C:2]1[C:3]2[C:10]([C:11]3[CH:16]=[CH:15][CH:14]=[CH:13][C:12]=3[O:17][CH3:18])=[CH:9][N:8]([CH2:19][O:20][CH2:21][CH2:22][Si:23]([CH3:26])([CH3:25])[CH3:24])[C:4]=2[N:5]=[CH:6][N:7]=1.[C:27]1(B(O)O)[CH:32]=[CH:31][CH:30]=[CH:29][CH:28]=1.C(=O)([O-])[O-].[K+].[K+], predict the reaction product. The product is: [CH3:18][O:17][C:12]1[CH:13]=[CH:14][CH:15]=[CH:16][C:11]=1[C:10]1[C:3]2[C:2]([C:27]3[CH:32]=[CH:31][CH:30]=[CH:29][CH:28]=3)=[N:7][CH:6]=[N:5][C:4]=2[N:8]([CH2:19][O:20][CH2:21][CH2:22][Si:23]([CH3:26])([CH3:25])[CH3:24])[CH:9]=1.